From a dataset of Peptide-MHC class I binding affinity with 185,985 pairs from IEDB/IMGT. Regression. Given a peptide amino acid sequence and an MHC pseudo amino acid sequence, predict their binding affinity value. This is MHC class I binding data. (1) The MHC is Mamu-A01 with pseudo-sequence Mamu-A01. The peptide sequence is FNPMIVEL. The binding affinity (normalized) is 0.209. (2) The peptide sequence is SQTIELIAF. The MHC is HLA-B15:03 with pseudo-sequence HLA-B15:03. The binding affinity (normalized) is 1.00. (3) The MHC is HLA-A02:01 with pseudo-sequence HLA-A02:01. The binding affinity (normalized) is 0.339. The peptide sequence is MLVTLPVYS. (4) The peptide sequence is ATSTGNYNY. The MHC is HLA-A03:01 with pseudo-sequence HLA-A03:01. The binding affinity (normalized) is 0.188. (5) The peptide sequence is DTVLEEMNL. The binding affinity (normalized) is 0. The MHC is HLA-A03:01 with pseudo-sequence HLA-A03:01. (6) The peptide sequence is QRASNVFDL. The MHC is HLA-A26:01 with pseudo-sequence HLA-A26:01. The binding affinity (normalized) is 0.213.